From a dataset of Forward reaction prediction with 1.9M reactions from USPTO patents (1976-2016). Predict the product of the given reaction. (1) Given the reactants [F:1][C:2]([F:14])([F:13])[C:3]1[CH:11]=[C:10]2[C:6]([CH2:7][CH2:8][C@H:9]2[NH2:12])=[CH:5][CH:4]=1.[CH:15](=O)[C:16]1[CH:21]=[CH:20][CH:19]=[CH:18][CH:17]=1.[C:23]([O:26][C:27]1[C:28](=[CH:32][CH:33]=[CH:34][CH:35]=1)[C:29]([OH:31])=O)(=[O:25])[CH3:24].C1(C2CCC([N+:48]#[C-:49])=CC2)C=CC=CC=1.C[OH:51], predict the reaction product. The product is: [C:23]([O:26][C:27]1[CH:35]=[CH:34][CH:33]=[CH:32][C:28]=1[C:29](=[O:31])[N:12]([C@@H:15]([C:49](=[O:51])[NH2:48])[C:16]1[CH:21]=[CH:20][CH:19]=[CH:18][CH:17]=1)[C@H:9]1[C:10]2[C:6](=[CH:5][CH:4]=[C:3]([C:2]([F:13])([F:14])[F:1])[CH:11]=2)[CH2:7][CH2:8]1)(=[O:25])[CH3:24]. (2) Given the reactants C[O:2][C:3]([C:5]1[N:6]([CH3:14])[CH:7]=[C:8]([C:10]([CH3:13])([CH3:12])[CH3:11])[N:9]=1)=[O:4].[OH-].[Na+].Cl, predict the reaction product. The product is: [C:10]([C:8]1[N:9]=[C:5]([C:3]([OH:4])=[O:2])[N:6]([CH3:14])[CH:7]=1)([CH3:13])([CH3:11])[CH3:12]. (3) Given the reactants CO[C:3](=[O:18])[CH:4]([O:9][C:10]1[CH:15]=[CH:14][CH:13]=[CH:12][C:11]=1[O:16][CH3:17])[C:5]([O:7]C)=O.C[O-].[Na+].Cl.[C:23]([NH2:26])(=[NH:25])[CH3:24], predict the reaction product. The product is: [CH3:17][O:16][C:11]1[CH:12]=[CH:13][CH:14]=[CH:15][C:10]=1[O:9][C:4]1[C:3]([OH:18])=[N:25][C:23]([CH3:24])=[N:26][C:5]=1[OH:7]. (4) Given the reactants [OH:1][C:2]1[CH:7]=[CH:6][C:5]([C:8]2[CH:17]=[C:16]3[C:11]([CH:12]=[C:13]([C:18]([O:20][CH3:21])=[O:19])[N:14]=[CH:15]3)=[CH:10][CH:9]=2)=[CH:4][CH:3]=1.C1(P(C2C=CC=CC=2)C2C=CC=CC=2)C=CC=CC=1.[CH:41]1([C:45]2[O:49][N:48]=[C:47]([CH2:50][O:51][C:52]3[C:57]([CH3:58])=[CH:56][CH:55]=[CH:54][C:53]=3[CH3:59])[C:46]=2[CH2:60]O)[CH2:44][CH2:43][CH2:42]1.N(C(OC(C)C)=O)=NC(OC(C)C)=O, predict the reaction product. The product is: [CH:41]1([C:45]2[O:49][N:48]=[C:47]([CH2:50][O:51][C:52]3[C:53]([CH3:59])=[CH:54][CH:55]=[CH:56][C:57]=3[CH3:58])[C:46]=2[CH2:60][O:1][C:2]2[CH:3]=[CH:4][C:5]([C:8]3[CH:17]=[C:16]4[C:11]([CH:12]=[C:13]([C:18]([O:20][CH3:21])=[O:19])[N:14]=[CH:15]4)=[CH:10][CH:9]=3)=[CH:6][CH:7]=2)[CH2:42][CH2:43][CH2:44]1. (5) Given the reactants [N:1]1([CH2:6][CH2:7][CH2:8][CH2:9][C:10]2[CH:15]=[CH:14][C:13]([OH:16])=[CH:12][CH:11]=2)[CH:5]=[CH:4][N:3]=[N:2]1.[H-].[Na+].Cl[CH2:20][C:21]1[CH:22]=[CH:23][C:24]([C:27]2[CH:32]=[CH:31][C:30]([Cl:33])=[CH:29][CH:28]=2)=[N:25][CH:26]=1.O, predict the reaction product. The product is: [Cl:33][C:30]1[CH:29]=[CH:28][C:27]([C:24]2[CH:23]=[CH:22][C:21]([CH2:20][O:16][C:13]3[CH:12]=[CH:11][C:10]([CH2:9][CH2:8][CH2:7][CH2:6][N:1]4[CH:5]=[CH:4][N:3]=[N:2]4)=[CH:15][CH:14]=3)=[CH:26][N:25]=2)=[CH:32][CH:31]=1. (6) Given the reactants [CH3:1][O:2][CH2:3][CH2:4][C:5]1[CH:6]=[N:7][N:8]([CH3:10])[CH:9]=1.C([Li])CCC.CCCCCC.C(O[B:26]1[O:30][C:29]([CH3:32])([CH3:31])[C:28]([CH3:34])([CH3:33])[O:27]1)(C)C, predict the reaction product. The product is: [CH3:1][O:2][CH2:3][CH2:4][C:5]1[CH:6]=[N:7][N:8]([CH3:10])[C:9]=1[B:26]1[O:30][C:29]([CH3:32])([CH3:31])[C:28]([CH3:34])([CH3:33])[O:27]1.